Dataset: Peptide-MHC class II binding affinity with 134,281 pairs from IEDB. Task: Regression. Given a peptide amino acid sequence and an MHC pseudo amino acid sequence, predict their binding affinity value. This is MHC class II binding data. The peptide sequence is ETAYFILKLAGRWPVKVI. The MHC is HLA-DQA10102-DQB10502 with pseudo-sequence HLA-DQA10102-DQB10502. The binding affinity (normalized) is 0.415.